Predict the reactants needed to synthesize the given product. From a dataset of Full USPTO retrosynthesis dataset with 1.9M reactions from patents (1976-2016). (1) Given the product [CH3:15][C@H:10]1[NH:11][C@@H:12]([CH3:14])[CH2:13][N:8]([C:17]2[CH:18]=[C:19]([C:25]([O:27][C:28]([CH3:31])([CH3:30])[CH3:29])=[O:26])[C:20]([O:23][CH3:24])=[N:21][CH:22]=2)[CH2:9]1, predict the reactants needed to synthesize it. The reactants are: ClC1C=C([N:8]2[CH2:13][C@H:12]([CH3:14])[NH:11][C@H:10]([CH3:15])[CH2:9]2)C=CN=1.Br[C:17]1[CH:18]=[C:19]([C:25]([O:27][C:28]([CH3:31])([CH3:30])[CH3:29])=[O:26])[C:20]([O:23][CH3:24])=[N:21][CH:22]=1. (2) Given the product [CH3:26][C:10]([C:9]1[C:4]([CH3:3])=[N:5][C:6]([N+:23]([O-:25])=[O:24])=[CH:7][CH:8]=1)([C:18]([O:20][CH2:21][CH3:22])=[O:19])[C:11]([O:13][C:14]([CH3:15])([CH3:16])[CH3:17])=[O:12], predict the reactants needed to synthesize it. The reactants are: [H-].[Na+].[CH3:3][C:4]1[C:9]([CH:10]([C:18]([O:20][CH2:21][CH3:22])=[O:19])[C:11]([O:13][C:14]([CH3:17])([CH3:16])[CH3:15])=[O:12])=[CH:8][CH:7]=[C:6]([N+:23]([O-:25])=[O:24])[N:5]=1.[CH3:26]I. (3) Given the product [CH2:1]([C:8]1[CH:9]=[C:10]2[C:15](=[CH:16][C:17]=1[Cl:18])[N:14]=[C:13]([N:19]1[CH:23]=[C:22]([C:24]([OH:26])=[O:25])[CH:21]=[N:20]1)[N:12]=[C:11]2[N:30]1[CH2:34][CH2:33][CH2:32][CH2:31]1)[C:2]1[CH:3]=[CH:4][CH:5]=[CH:6][CH:7]=1, predict the reactants needed to synthesize it. The reactants are: [CH2:1]([C:8]1[CH:9]=[C:10]2[C:15](=[CH:16][C:17]=1[Cl:18])[N:14]=[C:13]([N:19]1[CH:23]=[C:22]([C:24]([O:26]CC)=[O:25])[CH:21]=[N:20]1)[NH:12][C:11]2=O)[C:2]1[CH:7]=[CH:6][CH:5]=[CH:4][CH:3]=1.[NH:30]1[CH2:34][CH2:33][CH2:32][CH2:31]1. (4) The reactants are: [Cl:1][C:2]1[N:3]=[N:4][C:5]([C:8]2[CH:13]=[CH:12][CH:11]=[C:10]([NH2:14])[CH:9]=2)=[CH:6][CH:7]=1.[C:15](Cl)(=[O:25])[C:16]1[CH:24]=[CH:23][C:22]2[O:21][CH2:20][O:19][C:18]=2[CH:17]=1.CCN(C(C)C)C(C)C. Given the product [Cl:1][C:2]1[N:3]=[N:4][C:5]([C:8]2[CH:9]=[C:10]([NH:14][C:15]([C:16]3[CH:24]=[CH:23][C:22]4[O:21][CH2:20][O:19][C:18]=4[CH:17]=3)=[O:25])[CH:11]=[CH:12][CH:13]=2)=[CH:6][CH:7]=1, predict the reactants needed to synthesize it. (5) Given the product [F:2][CH:3]1[CH2:8][CH2:7][N:6]([C:22]2[C:23]([N+:28]([O-:30])=[O:29])=[N:24][CH:25]=[CH:26][CH:27]=2)[CH2:5][CH2:4]1, predict the reactants needed to synthesize it. The reactants are: Cl.[F:2][CH:3]1[CH2:8][CH2:7][NH:6][CH2:5][CH2:4]1.C(N(CC)CC)C.FC(F)(F)S(O[C:22]1[C:23]([N+:28]([O-:30])=[O:29])=[N:24][CH:25]=[CH:26][CH:27]=1)(=O)=O.O.